Predict the reactants needed to synthesize the given product. From a dataset of Full USPTO retrosynthesis dataset with 1.9M reactions from patents (1976-2016). (1) The reactants are: [CH3:1][O:2][C@H:3]1[CH2:8][CH2:7][C@H:6]([NH:9]C(=O)OC(C)(C)C)[CH2:5][CH2:4]1.C([Cl:20])(=O)C. Given the product [ClH:20].[CH3:1][O:2][C@H:3]1[CH2:8][CH2:7][C@H:6]([NH2:9])[CH2:5][CH2:4]1, predict the reactants needed to synthesize it. (2) Given the product [I:17][C:13]1[C:10]2=[N:11][CH:12]=[C:7]([C:6]3[C:2]([CH3:1])=[N:3][O:4][C:5]=3[CH3:16])[CH:8]=[C:9]2[NH:15][CH:14]=1, predict the reactants needed to synthesize it. The reactants are: [CH3:1][C:2]1[C:6]([C:7]2[CH:8]=[C:9]3[NH:15][CH:14]=[CH:13][C:10]3=[N:11][CH:12]=2)=[C:5]([CH3:16])[O:4][N:3]=1.[I:17]N1C(=O)CCC1=O.C(=O)([O-])[O-].[K+].[K+]. (3) Given the product [F:1][C:2]1[CH:29]=[CH:28][C:5]2[S:6][C:7]([C:10]3[N:14]4[N:15]=[C:16]([CH3:26])[CH:17]=[C:18]([CH:19]([CH2:20][CH2:21][CH3:22])[CH2:23][CH2:24][CH3:25])[C:13]4=[N:12][C:11]=3[CH3:27])=[C:8]([CH3:9])[C:4]=2[CH:3]=1, predict the reactants needed to synthesize it. The reactants are: [F:1][C:2]1[CH:29]=[CH:28][C:5]2[S:6][C:7]([C:10]3[N:14]4[N:15]=[C:16]([CH3:26])[CH:17]=[C:18]([C:19]([CH2:23][CH2:24][CH3:25])=[CH:20][CH2:21][CH3:22])[C:13]4=[N:12][C:11]=3[CH3:27])=[C:8]([CH3:9])[C:4]=2[CH:3]=1. (4) Given the product [NH2:25][C:6]1[C:7]([C:8]([NH:10][C:11]2[CH:16]=[CH:15][C:14]([C:17]3[O:21][CH:20]=[N:19][CH:18]=3)=[C:13]([O:22][CH3:23])[CH:12]=2)=[O:9])=[C:2]([Cl:1])[N:3]=[CH:4][N:5]=1, predict the reactants needed to synthesize it. The reactants are: [Cl:1][C:2]1[C:7]([C:8]([NH:10][C:11]2[CH:16]=[CH:15][C:14]([C:17]3[O:21][CH:20]=[N:19][CH:18]=3)=[C:13]([O:22][CH3:23])[CH:12]=2)=[O:9])=[C:6](Cl)[N:5]=[CH:4][N:3]=1.[NH3:25]. (5) Given the product [C:21]([C:24]1[CH:29]=[CH:28][C:27]([NH:30][C:16](=[O:20])[C:17]#[CH:18])=[CH:26][CH:25]=1)#[C:22][CH3:23], predict the reactants needed to synthesize it. The reactants are: C1CCC(N=C=NC2CCCCC2)CC1.[C:16]([OH:20])(=O)[C:17]#[CH:18].[C:21]([C:24]1[CH:29]=[CH:28][C:27]([NH2:30])=[CH:26][CH:25]=1)#[C:22][CH3:23]. (6) The reactants are: [N:1]1[CH:6]=[CH:5][CH:4]=[CH:3][C:2]=1[NH:7][C:8]([N:10]1[CH2:15][CH2:14][N:13]([C:16]([O:18][C:19]([CH3:22])([CH3:21])[CH3:20])=[O:17])[CH2:12][CH2:11]1)=[S:9].[C:23](=O)([O-])[O-].[K+].[K+].IC.CS(C)=O. Given the product [CH3:23][S:9][C:8](=[N:7][C:2]1[CH:3]=[CH:4][CH:5]=[CH:6][N:1]=1)[N:10]1[CH2:15][CH2:14][N:13]([C:16]([O:18][C:19]([CH3:22])([CH3:21])[CH3:20])=[O:17])[CH2:12][CH2:11]1, predict the reactants needed to synthesize it. (7) Given the product [CH2:26]([N:28]1[CH2:29][CH2:30][N:31]([C:34]2[CH:40]=[CH:39][C:37]([NH:38][C:2]3[C:11]4=[N:12][NH:13][CH:14]=[C:10]4[C:9]4[CH:8]=[C:7]([O:24][CH3:25])[CH:6]=[CH:5][C:4]=4[N:3]=3)=[CH:36][C:35]=2[F:41])[CH2:32][CH2:33]1)[CH3:27], predict the reactants needed to synthesize it. The reactants are: Cl[C:2]1[C:11]2=[N:12][N:13](CC3C=CC(OC)=CC=3)[CH:14]=[C:10]2[C:9]2[CH:8]=[C:7]([O:24][CH3:25])[CH:6]=[CH:5][C:4]=2[N:3]=1.[CH2:26]([N:28]1[CH2:33][CH2:32][N:31]([C:34]2[CH:40]=[CH:39][C:37]([NH2:38])=[CH:36][C:35]=2[F:41])[CH2:30][CH2:29]1)[CH3:27].Cl.